From a dataset of Forward reaction prediction with 1.9M reactions from USPTO patents (1976-2016). Predict the product of the given reaction. (1) Given the reactants [CH3:1][C:2]([O:5][C:6](O[C:6]([O:5][C:2]([CH3:4])([CH3:3])[CH3:1])=[O:7])=[O:7])([CH3:4])[CH3:3].[C:16]([O:20][C:21](=[O:28])[C@@H:22]1[CH2:26][CH2:25][C:24](=[O:27])[NH:23]1)([CH3:19])([CH3:18])[CH3:17], predict the reaction product. The product is: [C:16]([O:20][C:21](=[O:28])[C@@H:22]1[CH2:26][CH2:25][C:24](=[O:27])[N:23]1[C:6]([O:5][C:2]([CH3:4])([CH3:3])[CH3:1])=[O:7])([CH3:19])([CH3:17])[CH3:18]. (2) Given the reactants [OH:1][CH2:2][C:3]1[N:4]=[C:5]([C:8]([O:10][CH2:11][CH3:12])=[O:9])[S:6][CH:7]=1, predict the reaction product. The product is: [CH:2]([C:3]1[N:4]=[C:5]([C:8]([O:10][CH2:11][CH3:12])=[O:9])[S:6][CH:7]=1)=[O:1]. (3) Given the reactants [F:1][C:2]([F:20])([F:19])[C:3]1[CH:4]=[C:5]([C:9]2[S:13][C:12]3[CH2:14][CH2:15][CH2:16][C:17](=O)[C:11]=3[CH:10]=2)[CH:6]=[CH:7][CH:8]=1.C[Si]([N:25]=[C:26]=[N:27][Si](C)(C)C)(C)C, predict the reaction product. The product is: [F:1][C:2]([F:20])([F:19])[C:3]1[CH:4]=[C:5]([C:9]2[S:13][C:12]3[CH2:14][CH2:15][CH2:16]/[C:17](=[N:27]\[C:26]#[N:25])/[C:11]=3[CH:10]=2)[CH:6]=[CH:7][CH:8]=1. (4) Given the reactants [Cl:1][C:2]1[N:10]=[C:9]2[C:5]([N:6]([CH2:18][C:19]3[CH:24]=[CH:23][C:22]([Cl:25])=[CH:21][CH:20]=3)[C:7]([C:11]3[CH:16]=[C:15]([CH3:17])[CH:14]=[CH:13][CH:12]=3)=[N:8]2)=[C:4](Cl)[N:3]=1.[CH:27]1([CH:31]([NH2:35])[CH2:32][CH:33]=[CH2:34])[CH2:30][CH2:29][CH2:28]1.C(N(C(C)C)CC)(C)C, predict the reaction product. The product is: [Cl:1][C:2]1[N:10]=[C:9]2[C:5]([N:6]([CH2:18][C:19]3[CH:24]=[CH:23][C:22]([Cl:25])=[CH:21][CH:20]=3)[C:7]([C:11]3[CH:12]=[CH:13][CH:14]=[C:15]([CH3:17])[CH:16]=3)=[N:8]2)=[C:4]([NH:35][C@@H:31]([CH:27]2[CH2:30][CH2:29][CH2:28]2)[CH2:32][CH:33]=[CH2:34])[N:3]=1. (5) Given the reactants [F:1][C:2]1[CH:7]=[CH:6][C:5]([NH:8][C:9]([NH:11][C:12]2[CH:17]=[CH:16][C:15]([CH2:18][NH:19][C:20]3[C:29]4[C:24](=[CH:25][C:26]([CH3:30])=[CH:27][CH:28]=4)[N:23]=[C:22](Cl)[N:21]=3)=[CH:14][CH:13]=2)=[O:10])=[CH:4][CH:3]=1.Cl.[CH3:33][NH:34][CH3:35], predict the reaction product. The product is: [CH3:33][N:34]([CH3:35])[C:22]1[N:21]=[C:20]([NH:19][CH2:18][C:15]2[CH:16]=[CH:17][C:12]([NH:11][C:9]([NH:8][C:5]3[CH:6]=[CH:7][C:2]([F:1])=[CH:3][CH:4]=3)=[O:10])=[CH:13][CH:14]=2)[C:29]2[C:24](=[CH:25][C:26]([CH3:30])=[CH:27][CH:28]=2)[N:23]=1.